From a dataset of CYP2C9 inhibition data for predicting drug metabolism from PubChem BioAssay. Regression/Classification. Given a drug SMILES string, predict its absorption, distribution, metabolism, or excretion properties. Task type varies by dataset: regression for continuous measurements (e.g., permeability, clearance, half-life) or binary classification for categorical outcomes (e.g., BBB penetration, CYP inhibition). Dataset: cyp2c9_veith. (1) The drug is CC(C)c1ccc(CN(C(=O)C2COc3ccccc3O2)C2CCS(=O)(=O)C2)cc1. The result is 1 (inhibitor). (2) The compound is CN1CCc2cc3c(cc2[C@@H]1O)OCO3. The result is 0 (non-inhibitor). (3) The compound is O=c1c(CCc2ccccc2)nc2cnc(Nc3ccccc3)nc2n1Cc1cccs1. The result is 0 (non-inhibitor). (4) The drug is CN(C)C=O.O=C(Nc1nn[nH]n1)c1nc(-c2ccccc2)cc(=O)[nH]1. The result is 0 (non-inhibitor). (5) The drug is O=C(c1cccc(F)c1)N1CCC[C@@]2(CCN(Cc3ccccc3)C2)C1. The result is 0 (non-inhibitor). (6) The drug is COc1ccc(-c2n[nH]c(C)c2-c2ccc(Cl)cc2)c(O)c1. The result is 1 (inhibitor). (7) The molecule is COc1cc(N)c(Cl)cc1C(=O)N[C@H]1CCN(CCCOc2ccc(F)cc2)C[C@@H]1OC. The result is 1 (inhibitor). (8) The compound is O.O=C(O)[C@@H](O)[C@@H](O)[C@@H]1O[Sb]O[C@@H]1CO. The result is 0 (non-inhibitor). (9) The compound is C[C@@]12CCC(=O)C=C1CC[C@H]1[C@H]2[C@@H](O)C[C@@]2(C)[C@@H](c3csc(N)n3)CC[C@H]12.O=S(=O)(O)c1ccc(Br)cc1. The result is 0 (non-inhibitor).